Dataset: NCI-60 drug combinations with 297,098 pairs across 59 cell lines. Task: Regression. Given two drug SMILES strings and cell line genomic features, predict the synergy score measuring deviation from expected non-interaction effect. (1) Drug 1: CCC1=CC2CC(C3=C(CN(C2)C1)C4=CC=CC=C4N3)(C5=C(C=C6C(=C5)C78CCN9C7C(C=CC9)(C(C(C8N6C)(C(=O)OC)O)OC(=O)C)CC)OC)C(=O)OC.C(C(C(=O)O)O)(C(=O)O)O. Drug 2: CS(=O)(=O)OCCCCOS(=O)(=O)C. Cell line: HOP-62. Synergy scores: CSS=24.0, Synergy_ZIP=-3.98, Synergy_Bliss=2.67, Synergy_Loewe=-13.9, Synergy_HSA=2.99. (2) Drug 1: CCC1(CC2CC(C3=C(CCN(C2)C1)C4=CC=CC=C4N3)(C5=C(C=C6C(=C5)C78CCN9C7C(C=CC9)(C(C(C8N6C)(C(=O)OC)O)OC(=O)C)CC)OC)C(=O)OC)O.OS(=O)(=O)O. Drug 2: C1=NC(=NC(=O)N1C2C(C(C(O2)CO)O)O)N. Cell line: SW-620. Synergy scores: CSS=32.3, Synergy_ZIP=-8.77, Synergy_Bliss=-1.09, Synergy_Loewe=-0.699, Synergy_HSA=-0.600. (3) Drug 2: COCCOC1=C(C=C2C(=C1)C(=NC=N2)NC3=CC=CC(=C3)C#C)OCCOC.Cl. Cell line: SW-620. Drug 1: CC12CCC3C(C1CCC2O)C(CC4=C3C=CC(=C4)O)CCCCCCCCCS(=O)CCCC(C(F)(F)F)(F)F. Synergy scores: CSS=-0.0830, Synergy_ZIP=1.37, Synergy_Bliss=0.528, Synergy_Loewe=-0.128, Synergy_HSA=-1.91. (4) Drug 1: C1CCC(C1)C(CC#N)N2C=C(C=N2)C3=C4C=CNC4=NC=N3. Drug 2: C1=CN(C(=O)N=C1N)C2C(C(C(O2)CO)O)O.Cl. Cell line: NCI-H522. Synergy scores: CSS=35.3, Synergy_ZIP=-6.39, Synergy_Bliss=-2.28, Synergy_Loewe=-30.0, Synergy_HSA=0.532.